From a dataset of HIV replication inhibition screening data with 41,000+ compounds from the AIDS Antiviral Screen. Binary Classification. Given a drug SMILES string, predict its activity (active/inactive) in a high-throughput screening assay against a specified biological target. The result is 0 (inactive). The drug is CC=C1CN2CCC34c5ccccc5N(C)C35OCC4(C(=O)OC)C1CC25.